Dataset: Reaction yield outcomes from USPTO patents with 853,638 reactions. Task: Predict the reaction yield, written as a fraction of the theoretical maximum amount of product (1.0 means a 100% yield; for example, 0.34 means a 34% yield). (1) The reactants are [F:1][C:2]1[CH:3]=[C:4]([CH:16]=[CH:17][CH:18]=1)[O:5][C:6]1[CH:7]=[C:8]([CH:11]2OCC[O:12]2)[S:9][CH:10]=1.C(O)(=O)CC(CC(O)=O)(C(O)=O)O.C(=O)(O)[O-].[Na+]. The catalyst is CO. The product is [F:1][C:2]1[CH:3]=[C:4]([CH:16]=[CH:17][CH:18]=1)[O:5][C:6]1[CH:7]=[C:8]([CH:11]=[O:12])[S:9][CH:10]=1. The yield is 0.900. (2) The catalyst is ClCCl. The yield is 0.600. The product is [Cl:35][C:34]1[CH:23]=[C:24]([NH:5][CH2:4][CH:6]2[CH2:7][CH2:8]2)[CH:19]=[CH:20][CH:33]=1. The reactants are ClC1C=[C:4]([CH:6]=[CH:7][CH:8]=1)[NH2:5].C(O[BH-](O[C:19](=O)[CH3:20])OC(=O)C)(=O)C.[Na+].[C:23](O)(=O)[CH3:24].C(=O)(O)[O-].[Na+].Cl[CH2:33][CH2:34][Cl:35]. (3) The reactants are [NH2:1][C:2]1[CH:3]=[C:4]2[C:20](=[O:21])[NH:19][N:18]=[CH:17][C:6]3=[C:7]([C:11]4[CH:16]=[CH:15][CH:14]=[CH:13][CH:12]=4)[NH:8][C:9]([CH:10]=1)=[C:5]23.[C:22]([O:26][C:27]([NH:29][C:30]1([C:36](O)=[O:37])[CH2:35][CH2:34][CH2:33][CH2:32][CH2:31]1)=[O:28])([CH3:25])([CH3:24])[CH3:23].C(N(CC)CC)C.F[P-](F)(F)(F)(F)F.N1(OC(N(C)C)=[N+](C)C)C2N=CC=CC=2N=N1. The catalyst is C(Cl)Cl.CN(C)C=O. The product is [C:22]([O:26][C:27](=[O:28])[NH:29][C:30]1([C:36](=[O:37])[NH:1][C:2]2[CH:3]=[C:4]3[C:20](=[O:21])[NH:19][N:18]=[CH:17][C:6]4=[C:7]([C:11]5[CH:12]=[CH:13][CH:14]=[CH:15][CH:16]=5)[NH:8][C:9]([CH:10]=2)=[C:5]34)[CH2:35][CH2:34][CH2:33][CH2:32][CH2:31]1)([CH3:25])([CH3:23])[CH3:24]. The yield is 0.530. (4) The yield is 0.990. The catalyst is N1C=CC=CC=1. The product is [CH3:1][O:2][C:3]1[CH:8]=[C:7]([N+:9]([O-:11])=[O:10])[CH:6]=[CH:5][C:4]=1[N:12]1[CH2:16][CH2:15][C@@H:14]([O:17][Si:19]([CH:26]([CH3:28])[CH3:27])([CH:23]([CH3:25])[CH3:24])[CH:20]([CH3:22])[CH3:21])[CH2:13]1. The reactants are [CH3:1][O:2][C:3]1[CH:8]=[C:7]([N+:9]([O-:11])=[O:10])[CH:6]=[CH:5][C:4]=1[N:12]1[CH2:16][CH2:15][C@@H:14]([OH:17])[CH2:13]1.Cl[Si:19]([CH:26]([CH3:28])[CH3:27])([CH:23]([CH3:25])[CH3:24])[CH:20]([CH3:22])[CH3:21].